From a dataset of Full USPTO retrosynthesis dataset with 1.9M reactions from patents (1976-2016). Predict the reactants needed to synthesize the given product. (1) Given the product [CH2:13]([CH:12]1[NH:20][CH2:2][C:3]2[CH:8]=[CH:7][CH:6]=[CH:5][C:4]=2[CH2:9][CH2:10][CH2:11]1)[C:14]1[CH:19]=[CH:18][CH:17]=[CH:16][CH:15]=1, predict the reactants needed to synthesize it. The reactants are: Br[CH2:2][C:3]1[CH:8]=[CH:7][CH:6]=[CH:5][C:4]=1[CH2:9][CH2:10][CH2:11][CH:12]([NH2:20])[CH2:13][C:14]1[CH:19]=[CH:18][CH:17]=[CH:16][CH:15]=1.C([O-])([O-])=O.[K+].[K+]. (2) The reactants are: [I:1][CH2:2][CH2:3][CH2:4]I.[F:6][B-:7]([F:10])([F:9])[F:8].[F:11][C:12]([F:33])([F:32])[O:13][C:14]1[CH:19]=[CH:18][C:17]([N+:20]2[CH:25]=[CH:24][C:23]([C:26]3[CH:31]=[CH:30][NH+:29]=[CH:28][CH:27]=3)=[CH:22][CH:21]=2)=[CH:16][CH:15]=1.[F:34][B-:35]([F:38])([F:37])[F:36]. Given the product [F:6][B-:7]([F:10])([F:9])[F:8].[F:34][B-:35]([F:38])([F:37])[F:36].[I-:1].[I-:1].[CH2:2]([N+:29]1[CH:28]=[CH:27][C:26]([C:23]2[CH:24]=[CH:25][N+:20]([C:17]3[CH:18]=[CH:19][C:14]([O:13][C:12]([F:33])([F:11])[F:32])=[CH:15][CH:16]=3)=[CH:21][CH:22]=2)=[CH:31][CH:30]=1)[CH2:3][CH2:4][N+:29]1[CH:30]=[CH:31][C:26]([C:23]2[CH:22]=[CH:21][N+:20]([C:17]3[CH:18]=[CH:19][C:14]([O:13][C:12]([F:11])([F:32])[F:33])=[CH:15][CH:16]=3)=[CH:25][CH:24]=2)=[CH:27][CH:28]=1, predict the reactants needed to synthesize it. (3) Given the product [N:8]([CH2:9][CH2:10][O:11][C:12](=[O:16])[C:13]([CH3:15])=[CH2:14])=[C:6]=[O:7], predict the reactants needed to synthesize it. The reactants are: N1([C:6]([NH:8][CH2:9][CH2:10][O:11][C:12](=[O:16])[C:13]([CH3:15])=[CH2:14])=[O:7])C=CN=C1.CS(O)(=O)=O.ClCl. (4) Given the product [NH2:10][C@H:4]([C@@H:5]([CH3:9])[CH2:6][CH:7]=[CH2:8])[C:3]([OH:21])=[O:2], predict the reactants needed to synthesize it. The reactants are: C[O:2][C:3](=[O:21])[C@H:4]([N:10]1C(=O)C2C(=CC=CC=2)C1=O)[C@@H:5]([CH3:9])[CH2:6][CH:7]=[CH2:8]. (5) Given the product [CH2:1]([O:3][C:4](=[O:16])[CH:5]([C:7]1[CH:8]=[N:9][C:10]([NH:15][S:25]([CH3:24])(=[O:27])=[O:26])=[C:11]([O:13][CH3:14])[CH:12]=1)[CH3:6])[CH3:2], predict the reactants needed to synthesize it. The reactants are: [CH2:1]([O:3][C:4](=[O:16])[CH:5]([C:7]1[CH:8]=[N:9][C:10]([NH2:15])=[C:11]([O:13][CH3:14])[CH:12]=1)[CH3:6])[CH3:2].C(N(CC)CC)C.[CH3:24][S:25](Cl)(=[O:27])=[O:26]. (6) The reactants are: C([C@@](C(O)=O)(O)[C@@](C(=O)C1C=CC=CC=1)(O)C(O)=O)(=O)C1C=CC=CC=1.[CH3:27][N:28]([CH3:48])[CH2:29][CH2:30][C@H:31]([O:37][C:38]1[C:47]2[C:42](=[CH:43][CH:44]=[CH:45][CH:46]=2)[CH:41]=[CH:40][CH:39]=1)[C:32]1[S:33][CH:34]=[CH:35][CH:36]=1.N. Given the product [CH3:48][N:28]([CH3:27])[CH2:29][CH2:30][C@H:31]([O:37][C:38]1[C:47]2[C:42](=[CH:43][CH:44]=[CH:45][CH:46]=2)[CH:41]=[CH:40][CH:39]=1)[C:32]1[S:33][CH:34]=[CH:35][CH:36]=1, predict the reactants needed to synthesize it. (7) Given the product [CH2:34]([NH:33][C:22]([C:17]1[CH:18]=[CH:19][C:20](=[O:21])[N:15]([C:14]2[C:9]3[S:8][C:7]([NH:6][C:4]([CH:1]4[CH2:2][CH2:3]4)=[O:5])=[N:11][C:10]=3[NH:12][N:13]=2)[CH:16]=1)=[O:23])[CH3:35], predict the reactants needed to synthesize it. The reactants are: [CH:1]1([C:4]([NH:6][C:7]2[S:8][C:9]3[C:14]([N:15]4[C:20](=[O:21])[CH:19]=[CH:18][C:17]([C:22](O)=[O:23])=[CH:16]4)=[N:13][NH:12][C:10]=3[N:11]=2)=[O:5])[CH2:3][CH2:2]1.CN(C(O[N:33]1N=N[C:35]2C=CC=N[C:34]1=2)=[N+](C)C)C.F[P-](F)(F)(F)(F)F.C(N(C(C)C)CC)(C)C.C(N)C. (8) Given the product [F:1][C:2]1[CH:3]=[CH:4][C:5]2[N:9]=[C:8]([S:10][C:18]3[O:22][C:21]([CH:23]=[O:24])=[CH:20][CH:19]=3)[NH:7][C:6]=2[C:11]=1[F:12], predict the reactants needed to synthesize it. The reactants are: [F:1][C:2]1[CH:3]=[CH:4][C:5]2[N:9]=[C:8]([SH:10])[NH:7][C:6]=2[C:11]=1[F:12].[H-].[Na+].[N+]([C:18]1[O:22][C:21]([CH:23]=[O:24])=[CH:20][CH:19]=1)([O-])=O.